From a dataset of Experimentally validated miRNA-target interactions with 360,000+ pairs, plus equal number of negative samples. Binary Classification. Given a miRNA mature sequence and a target amino acid sequence, predict their likelihood of interaction. (1) The miRNA is hsa-miR-548x-3p with sequence UAAAAACUGCAAUUACUUUC. The protein sequence of the target gene is MGSAHPRPWLRLRPQPQPRPALWVLLFFLLLLAAAMPRSAPNDILDLRLPPEPVLNANTVCLTLPGLSRRQMEVCVRHPDVAASAIQGIQIAIHECQHQFRDQRWNCSSLETRNKIPYESPIFSRGFRESAFAYAIAAAGVVHAVSNACALGKLKACGCDASRRGDEEAFRRKLHRLQLDALQRGKGLSHGVPEHPALPTASPGLQDSWEWGGCSPDMGFGERFSKDFLDSREPHRDIHARMRLHNNRVGRQAVMENMRRKCKCHGTSGSCQLKTCWQVTPEFRTVGALLRSRFHRATLI.... Result: 0 (no interaction). (2) The miRNA is hsa-miR-4732-5p with sequence UGUAGAGCAGGGAGCAGGAAGCU. The protein sequence of the target gene is MDNSWRLGPAIGLSAGQSQLLVSLLLLLTRVQPGTDVAAPEHISYVPQLSNDTLAGRLTLSTFTLEQPLGQFSSHNISDLDTIWLVVALSNATQSFTAPRTNQDIPAPANFSQRGYYLTLRANRVLYQTRGQLHVLRVGNDTHCQPTKIGCNHPLPGPGPYRVKFLVMNDEGPVAETKWSSDTRLQQAQALRAVPGPQSPGTVVIIAILSILLAVLLTVLLAVLIYTCFNSCRSTSLSGPEEAGSVRRYTTHLAFSTPAEGAS. Result: 0 (no interaction).